Dataset: Catalyst prediction with 721,799 reactions and 888 catalyst types from USPTO. Task: Predict which catalyst facilitates the given reaction. Reactant: [CH3:1][C:2]1([CH3:14])[C:6]([CH3:8])([CH3:7])[O:5][B:4]([C:9]2[CH:10]=[N:11][NH:12][CH:13]=2)[O:3]1.CS(O[CH2:20][CH2:21][C:22]([OH:25])([CH3:24])[CH3:23])(=O)=O.C(=O)([O-])[O-].[Cs+].[Cs+]. Product: [CH3:23][C:22]([OH:25])([CH2:21][CH2:20][N:12]1[CH:13]=[C:9]([B:4]2[O:5][C:6]([CH3:7])([CH3:8])[C:2]([CH3:14])([CH3:1])[O:3]2)[CH:10]=[N:11]1)[CH3:24]. The catalyst class is: 9.